Predict the product of the given reaction. From a dataset of Forward reaction prediction with 1.9M reactions from USPTO patents (1976-2016). (1) Given the reactants [CH3:1][O:2][C:3]1[CH:56]=[CH:55][CH:54]=[CH:53][C:4]=1[CH2:5][O:6][CH2:7][CH2:8][CH2:9][O:10][C:11]1[CH:16]=[CH:15][C:14]([CH:17]2[CH2:22][CH2:21][N:20]([C:23]([O:25][C:26]([CH3:29])([CH3:28])[CH3:27])=[O:24])[CH2:19][CH:18]2[O:30][CH2:31][CH2:32][O:33][C:34]2[CH:39]=[CH:38][CH:37]=[CH:36][C:35]=2[CH2:40][CH2:41]OS(C2C=CC(C)=CC=2)(=O)=O)=[CH:13][CH:12]=1.[NH:57]1[CH2:61][CH2:60][CH2:59][C:58]1=[O:62], predict the reaction product. The product is: [CH3:1][O:2][C:3]1[CH:56]=[CH:55][CH:54]=[CH:53][C:4]=1[CH2:5][O:6][CH2:7][CH2:8][CH2:9][O:10][C:11]1[CH:12]=[CH:13][C:14]([CH:17]2[CH2:22][CH2:21][N:20]([C:23]([O:25][C:26]([CH3:29])([CH3:27])[CH3:28])=[O:24])[CH2:19][CH:18]2[O:30][CH2:31][CH2:32][O:33][C:34]2[CH:39]=[CH:38][CH:37]=[CH:36][C:35]=2[CH2:40][CH2:41][N:57]2[CH2:61][CH2:60][CH2:59][C:58]2=[O:62])=[CH:15][CH:16]=1. (2) Given the reactants [NH2:1][C:2]1[CH:7]=[CH:6][C:5]([OH:8])=[CH:4][C:3]=1[N+:9]([O-:11])=[O:10].[CH3:12][C:13]1[N:14]=[CH:15][S:16][C:17]=1[CH2:18][CH2:19]O.C1(P(C2C=CC=CC=2)C2C=CC=CC=2)C=CC=CC=1.N(C(OC(C)(C)C)=O)=NC(OC(C)(C)C)=O, predict the reaction product. The product is: [CH3:12][C:13]1[N:14]=[CH:15][S:16][C:17]=1[CH2:18][CH2:19][O:8][C:5]1[CH:6]=[CH:7][C:2]([NH2:1])=[C:3]([N+:9]([O-:11])=[O:10])[CH:4]=1.